Dataset: Peptide-MHC class I binding affinity with 185,985 pairs from IEDB/IMGT. Task: Regression. Given a peptide amino acid sequence and an MHC pseudo amino acid sequence, predict their binding affinity value. This is MHC class I binding data. (1) The peptide sequence is DFTEVQLGIP. The MHC is HLA-B27:05 with pseudo-sequence HLA-B27:05. The binding affinity (normalized) is 0. (2) The binding affinity (normalized) is 0.629. The MHC is HLA-A02:06 with pseudo-sequence HLA-A02:06. The peptide sequence is FKMRPMFAV.